The task is: Regression. Given a peptide amino acid sequence and an MHC pseudo amino acid sequence, predict their binding affinity value. This is MHC class I binding data.. This data is from Peptide-MHC class I binding affinity with 185,985 pairs from IEDB/IMGT. (1) The peptide sequence is AVFIHNFKR. The MHC is HLA-A31:01 with pseudo-sequence HLA-A31:01. The binding affinity (normalized) is 0.848. (2) The peptide sequence is LVMDKNHAI. The MHC is HLA-A02:06 with pseudo-sequence HLA-A02:06. The binding affinity (normalized) is 0.572. (3) The peptide sequence is KPTGSAVV. The MHC is HLA-B44:03 with pseudo-sequence HLA-B44:03. The binding affinity (normalized) is 0.